Regression. Given two drug SMILES strings and cell line genomic features, predict the synergy score measuring deviation from expected non-interaction effect. From a dataset of NCI-60 drug combinations with 297,098 pairs across 59 cell lines. Drug 1: C1=CC=C(C=C1)NC(=O)CCCCCCC(=O)NO. Drug 2: CN(CCCl)CCCl.Cl. Cell line: OVCAR-5. Synergy scores: CSS=23.6, Synergy_ZIP=-12.1, Synergy_Bliss=-4.66, Synergy_Loewe=-5.60, Synergy_HSA=-2.76.